Dataset: TCR-epitope binding with 47,182 pairs between 192 epitopes and 23,139 TCRs. Task: Binary Classification. Given a T-cell receptor sequence (or CDR3 region) and an epitope sequence, predict whether binding occurs between them. (1) The epitope is ITEEVGHTDLMAAY. The TCR CDR3 sequence is CASSPPRGLPYEQYF. Result: 1 (the TCR binds to the epitope). (2) The epitope is GTSGSPIINR. The TCR CDR3 sequence is CASSLEQGAYEQYF. Result: 1 (the TCR binds to the epitope). (3) The epitope is RAKFKQLL. The TCR CDR3 sequence is CSVGQGMNTEAFF. Result: 1 (the TCR binds to the epitope). (4) The epitope is TVYDPLQPELDSFK. The TCR CDR3 sequence is CASSLPQGGNTGELFF. Result: 1 (the TCR binds to the epitope). (5) Result: 0 (the TCR does not bind to the epitope). The epitope is YLDAYNMMI. The TCR CDR3 sequence is CASSHTGRPYEQYF. (6) The epitope is KMQRMLLEK. The TCR CDR3 sequence is CASSEARGLVYEQYF. Result: 0 (the TCR does not bind to the epitope). (7) The epitope is KEIDRLNEV. The TCR CDR3 sequence is CAISGRTGGSTDTQYF. Result: 0 (the TCR does not bind to the epitope).